From a dataset of Reaction yield outcomes from USPTO patents with 853,638 reactions. Predict the reaction yield, written as a fraction of the theoretical maximum amount of product (1.0 means a 100% yield; for example, 0.34 means a 34% yield). (1) The reactants are C(=O)([O-])[O-].[K+].[K+].[Br:7][C:8]1[CH:13]=[CH:12][CH:11]=[CH:10][C:9]=1B(O)O.Br[C:18]1[CH:23]=[CH:22][C:21]([C:24]([CH3:27])([CH3:26])[CH3:25])=[CH:20][CH:19]=1.N#N.C1(P(C2C=CC=CC=2)C2C=CC=CC=2)C=CC=CC=1. The yield is 0.540. The catalyst is C([O-])(=O)C.[Pd+2].C([O-])(=O)C.COCCOC.O. The product is [Br:7][C:8]1[CH:13]=[CH:12][CH:11]=[CH:10][C:9]=1[C:18]1[CH:23]=[CH:22][C:21]([C:24]([CH3:27])([CH3:26])[CH3:25])=[CH:20][CH:19]=1. (2) The catalyst is O. The reactants are [CH:1]1([C:7]([F:14])([F:13])[C:8]([O:10]CC)=[O:9])[CH2:6][CH2:5][CH2:4][CH2:3][CH2:2]1.O1CCCC1.C(O)C.O.[OH-].[Li+]. The yield is 0.700. The product is [CH:1]1([C:7]([F:13])([F:14])[C:8]([OH:10])=[O:9])[CH2:2][CH2:3][CH2:4][CH2:5][CH2:6]1. (3) The reactants are [OH:1][C:2]1[CH:7]=[CH:6][C:5]([C:8]2[C:13]3[CH:14]=[CH:15][S:16][C:12]=3[C:11]([CH:17]=O)=[CH:10][CH:9]=2)=[CH:4][CH:3]=1.Cl.[NH2:20][OH:21].N1C=CC=CC=1. The catalyst is CO.CCOCC. The product is [OH:1][C:2]1[CH:7]=[CH:6][C:5]([C:8]2[C:13]3[CH:14]=[CH:15][S:16][C:12]=3[C:11]([CH:17]=[N:20][OH:21])=[CH:10][CH:9]=2)=[CH:4][CH:3]=1. The yield is 0.850.